Dataset: Catalyst prediction with 721,799 reactions and 888 catalyst types from USPTO. Task: Predict which catalyst facilitates the given reaction. (1) Reactant: [NH2:1][N+:2]1[CH:7]=[C:6]([CH3:8])[N:5]=[CH:4][C:3]=1[CH3:9].CC1C=C(C)C=C(C)C=1S([O-])(=O)=O.C(=O)([O-])[O-].[K+].[K+].[C:29]([O:37][CH3:38])(=[O:36])[C:30]#[C:31][C:32]([O:34][CH3:35])=[O:33].O. Product: [CH3:8][C:6]1[C:7]2[N:2]([N:1]=[C:30]([C:29]([O:37][CH3:38])=[O:36])[C:31]=2[C:32]([O:34][CH3:35])=[O:33])[C:3]([CH3:9])=[CH:4][N:5]=1. The catalyst class is: 9. (2) Product: [ClH:1].[CH2:2]([O:9][NH:10][CH2:17][C:18]1[CH:23]=[CH:22][CH:21]=[CH:20][CH:19]=1)[C:3]1[CH:8]=[CH:7][CH:6]=[CH:5][CH:4]=1. Reactant: [ClH:1].[CH2:2]([O:9][NH2:10])[C:3]1[CH:8]=[CH:7][CH:6]=[CH:5][CH:4]=1.C(=O)([O-])[O-].[K+].[K+].[CH:17](=O)[C:18]1[CH:23]=[CH:22][CH:21]=[CH:20][CH:19]=1.C[SiH](C)C1C=CC=CC=1.[Ar].FC(F)(F)C(O)=O. The catalyst class is: 40.